Dataset: Reaction yield outcomes from USPTO patents with 853,638 reactions. Task: Predict the reaction yield, written as a fraction of the theoretical maximum amount of product (1.0 means a 100% yield; for example, 0.34 means a 34% yield). (1) The reactants are [Br-].[C:2]([CH2:7][P+:8]([C:21]1[CH:26]=[CH:25][CH:24]=[CH:23][CH:22]=1)([C:15]1[CH:20]=[CH:19][CH:18]=[CH:17][CH:16]=1)[C:9]1[CH:14]=[CH:13][CH:12]=[CH:11][CH:10]=1)([O:4][CH2:5][CH3:6])=[O:3].C(N(CC)CC)C.[F:34][C:35]([F:46])([F:45])[C:36](O[C:36](=[O:37])[C:35]([F:46])([F:45])[F:34])=[O:37]. The catalyst is C1COCC1. The product is [F:34][C:35]([F:46])([F:45])[C:36](=[O:37])[C:7](=[P:8]([C:21]1[CH:26]=[CH:25][CH:24]=[CH:23][CH:22]=1)([C:9]1[CH:14]=[CH:13][CH:12]=[CH:11][CH:10]=1)[C:15]1[CH:16]=[CH:17][CH:18]=[CH:19][CH:20]=1)[C:2]([O:4][CH2:5][CH3:6])=[O:3]. The yield is 0.760. (2) The reactants are C(O[C:4](=[O:16])[C:5]1[CH:10]=[C:9]([N+:11]([O-])=O)[C:8](F)=[CH:7][C:6]=1[F:15])C.[CH2:17]([O:19]C(=O)C1C=CC(F)=CC=1F)[CH3:18].[N+]([O-])(O)=O.O[S:35](O)(=O)=O. No catalyst specified. The product is [F:15][C:6]1[C:5]([CH:4]=[O:16])=[CH:10][C:9]2[NH:11][C:17](=[O:19])[CH2:18][S:35][C:8]=2[CH:7]=1. The yield is 0.880.